Dataset: Full USPTO retrosynthesis dataset with 1.9M reactions from patents (1976-2016). Task: Predict the reactants needed to synthesize the given product. (1) Given the product [N:1]1([CH2:8][CH2:9][CH2:10][O:11][C:12]2[CH:13]=[CH:14][C:15]([CH2:18][CH2:19][CH2:20][OH:21])=[CH:16][CH:17]=2)[CH2:7][CH2:6][CH2:5][CH2:4][CH2:3][CH2:2]1, predict the reactants needed to synthesize it. The reactants are: [N:1]1([CH2:8][CH2:9][CH2:10][O:11][C:12]2[CH:17]=[CH:16][C:15]([CH2:18][CH2:19][C:20](OCC)=[O:21])=[CH:14][CH:13]=2)[CH2:7][CH2:6][CH2:5][CH2:4][CH2:3][CH2:2]1.[H-].[Al+3].[Li+].[H-].[H-].[H-].[O-]S([O-])(=O)=O.[Na+].[Na+]. (2) Given the product [CH2:8]([O:15][C:16](=[O:32])[C:17]1[CH:22]=[C:21]([C:38]#[C:37][Si:34]([CH3:36])([CH3:35])[CH3:33])[CH:20]=[CH:19][C:18]=1[O:24][CH2:25][C:26]1[CH:31]=[CH:30][CH:29]=[CH:28][CH:27]=1)[C:9]1[CH:14]=[CH:13][CH:12]=[CH:11][CH:10]=1, predict the reactants needed to synthesize it. The reactants are: C(N(CC)CC)C.[CH2:8]([O:15][C:16](=[O:32])[C:17]1[CH:22]=[C:21](I)[CH:20]=[CH:19][C:18]=1[O:24][CH2:25][C:26]1[CH:31]=[CH:30][CH:29]=[CH:28][CH:27]=1)[C:9]1[CH:14]=[CH:13][CH:12]=[CH:11][CH:10]=1.[CH3:33][Si:34]([C:37]#[CH:38])([CH3:36])[CH3:35].[Al]. (3) Given the product [C:1]([O:6][C:7]1[CH:12]=[CH:11][C:10]([C:13](=[O:27])[NH:14][CH2:15][C:16]2[NH:20][N:19]=[C:18]([C:21]3[CH:22]=[CH:23][N:24]=[CH:25][CH:26]=3)[N:17]=2)=[C:9]([OH:28])[CH:8]=1)(=[O:5])[CH3:2], predict the reactants needed to synthesize it. The reactants are: [C:1]([O:6][C:7]1[CH:12]=[CH:11][C:10]([C:13](=[O:27])[NH:14][CH2:15][C:16]2[NH:20][N:19]=[C:18]([C:21]3[CH:26]=[CH:25][N:24]=[CH:23][CH:22]=3)[N:17]=2)=[C:9]([OH:28])[CH:8]=1)(=[O:5])[CH:2](C)C.C(Cl)(=O)C.C(Cl)(=O)C(C)C. (4) Given the product [CH3:63][O:64][C:65](=[O:74])[CH2:66][C:67]1[CH:72]=[CH:71][C:70]([C:22]2[CH:23]=[N:24][C:19]([C:18]3[O:17][N:16]=[C:15]([CH3:28])[C:14]=3[NH:13][C:11]([O:10][C@@H:8]([C:3]3[CH:4]=[CH:5][CH:6]=[CH:7][C:2]=3[F:1])[CH3:9])=[O:12])=[CH:20][CH:21]=2)=[N:69][CH:68]=1, predict the reactants needed to synthesize it. The reactants are: [F:1][C:2]1[CH:7]=[CH:6][CH:5]=[CH:4][C:3]=1[C@H:8]([O:10][C:11]([NH:13][C:14]1[C:15]([CH3:28])=[N:16][O:17][C:18]=1[C:19]1[N:24]=[CH:23][C:22](B(O)O)=[CH:21][CH:20]=1)=[O:12])[CH3:9].FC1C=CC=CC=1[C@H](OC(=O)NC1C(C)=NOC=1C1C=CC(B2OC(C)(C)C(C)(C)O2)=CN=1)C.[CH3:63][O:64][C:65](=[O:74])[CH2:66][C:67]1[CH:68]=[N:69][C:70](Cl)=[CH:71][CH:72]=1. (5) Given the product [Br:1][C:2]1[CH:3]=[CH:4][C:5]([O:35][CH2:36][O:37][CH3:38])=[C:6]([C@:8]([NH:14][S@:15]([C:17]([CH3:18])([CH3:19])[CH3:20])=[O:16])([C:21]2[CH:26]=[C:25]([N:27]3[CH2:32][CH2:31][O:30][CH2:29][CH2:28]3)[N:24]=[C:23]([F:33])[C:22]=2[Cl:34])[CH2:9][OH:10])[CH:7]=1, predict the reactants needed to synthesize it. The reactants are: [Br:1][C:2]1[CH:3]=[CH:4][C:5]([O:35][CH2:36][O:37][CH3:38])=[C:6]([C@@:8]([C:21]2[CH:26]=[C:25]([N:27]3[CH2:32][CH2:31][O:30][CH2:29][CH2:28]3)[N:24]=[C:23]([F:33])[C:22]=2[Cl:34])([NH:14][S@:15]([C:17]([CH3:20])([CH3:19])[CH3:18])=[O:16])[C:9](OCC)=[O:10])[CH:7]=1.CC(C[AlH]CC(C)C)C.C(C(C(C([O-])=O)O)O)([O-])=O.[Na+].[K+].CCOC(C)=O. (6) Given the product [F:19][C:16]1[CH:17]=[N:18][C:11]2[N:10]([C:20]3[CH:21]=[C:22]([C:26]4[CH:27]=[CH:28][C:29]([CH2:32][N:33]5[CH2:39][CH2:38][CH2:37][N:36]([CH3:40])[CH2:35][CH2:34]5)=[CH:30][CH:31]=4)[CH:23]=[CH:24][CH:25]=3)[C:9](=[O:41])[N:8]([C@@H:5]3[CH2:6][CH2:7][C@H:2]([NH:1][C:45](=[O:46])[CH2:44][N:43]([CH3:48])[CH3:42])[CH2:3][CH2:4]3)[C:13](=[O:14])[C:12]=2[CH:15]=1, predict the reactants needed to synthesize it. The reactants are: [NH2:1][C@@H:2]1[CH2:7][CH2:6][C@H:5]([N:8]2[C:13](=[O:14])[C:12]3[CH:15]=[C:16]([F:19])[CH:17]=[N:18][C:11]=3[N:10]([C:20]3[CH:21]=[C:22]([C:26]4[CH:31]=[CH:30][C:29]([CH2:32][N:33]5[CH2:39][CH2:38][CH2:37][N:36]([CH3:40])[CH2:35][CH2:34]5)=[CH:28][CH:27]=4)[CH:23]=[CH:24][CH:25]=3)[C:9]2=[O:41])[CH2:4][CH2:3]1.[CH3:42][N:43]([CH3:48])[CH2:44][C:45](O)=[O:46].C(N(CC)CC)C.CCCP1(OP(CCC)(=O)OP(CCC)(=O)O1)=O.C(=O)([O-])O.[Na+]. (7) Given the product [Br:17][C:18]1[CH:31]=[CH:30][C:29]2[O:28][C:27]3[C:22](=[CH:23][C:24]([C:12]4[CH:11]=[CH:10][N:9]=[C:8]([F:7])[CH:13]=4)=[CH:25][CH:26]=3)[C@@:21]3([N:37]=[C:36]([NH2:38])[CH2:35][O:34][CH2:33]3)[C:20]=2[CH:19]=1, predict the reactants needed to synthesize it. The reactants are: C(=O)([O-])[O-].[Na+].[Na+].[F:7][C:8]1[CH:13]=[C:12](B(O)O)[CH:11]=[CH:10][N:9]=1.[Br:17][C:18]1[CH:31]=[CH:30][C:29]2[O:28][C:27]3[C:22](=[CH:23][C:24](I)=[CH:25][CH:26]=3)[C@@:21]3([N:37]=[C:36]([NH2:38])[CH2:35][O:34][CH2:33]3)[C:20]=2[CH:19]=1. (8) Given the product [OH:5][CH:3]([C:6]1[CH:7]=[C:8]2[C:12](=[CH:13][CH:14]=1)[NH:11][C:10]([CH2:15][C:16]([NH2:18])=[O:17])=[C:9]2[S:19]([C:22]1[CH:27]=[C:26]([CH3:28])[CH:25]=[C:24]([CH3:29])[CH:23]=1)(=[O:21])=[O:20])[CH3:4], predict the reactants needed to synthesize it. The reactants are: [BH4-].[Na+].[C:3]([C:6]1[CH:7]=[C:8]2[C:12](=[CH:13][CH:14]=1)[NH:11][C:10]([CH2:15][C:16]([NH2:18])=[O:17])=[C:9]2[S:19]([C:22]1[CH:27]=[C:26]([CH3:28])[CH:25]=[C:24]([CH3:29])[CH:23]=1)(=[O:21])=[O:20])(=[O:5])[CH3:4].O.